From a dataset of TCR-epitope binding with 47,182 pairs between 192 epitopes and 23,139 TCRs. Binary Classification. Given a T-cell receptor sequence (or CDR3 region) and an epitope sequence, predict whether binding occurs between them. (1) The epitope is PKYVKQNTLKLAT. The TCR CDR3 sequence is CASSQLGVQTEKLFF. Result: 1 (the TCR binds to the epitope). (2) The epitope is SEVGPEHSLAEY. The TCR CDR3 sequence is CAISESSGDSYNEQFF. Result: 1 (the TCR binds to the epitope). (3) The epitope is ITEEVGHTDLMAAY. The TCR CDR3 sequence is CASSTLRDSREKLFF. Result: 0 (the TCR does not bind to the epitope). (4) The epitope is EPLPQGQLTAY. The TCR CDR3 sequence is CASSLITGLSYEQYF. Result: 0 (the TCR does not bind to the epitope). (5) The TCR CDR3 sequence is CSVVAGVLYEQFF. Result: 1 (the TCR binds to the epitope). The epitope is KPLEFGATSAAL. (6) The epitope is KLGGALQAK. Result: 1 (the TCR binds to the epitope). The TCR CDR3 sequence is CASSLTTDWAEAFF.